This data is from Full USPTO retrosynthesis dataset with 1.9M reactions from patents (1976-2016). The task is: Predict the reactants needed to synthesize the given product. (1) Given the product [Cl:2][C:3]1[C:4]([CH3:18])=[N:5][N:6]([C:9]2[CH:14]=[CH:13][C:12]([NH2:15])=[CH:11][CH:10]=2)[C:7]=1[CH3:8], predict the reactants needed to synthesize it. The reactants are: Cl.[Cl:2][C:3]1[C:4]([CH3:18])=[N:5][N:6]([C:9]2[CH:14]=[CH:13][C:12]([N+:15]([O-])=O)=[CH:11][CH:10]=2)[C:7]=1[CH3:8].NN. (2) Given the product [CH2:1]([O:3][C:4](=[O:14])[CH2:5][CH2:6][CH2:7][CH2:8][CH2:9][CH2:10][CH2:11][CH:12]=[CH:13][C:17]1[CH:20]=[CH:21][CH:22]=[CH:23][C:16]=1[F:15])[CH3:2], predict the reactants needed to synthesize it. The reactants are: [CH2:1]([O:3][C:4](=[O:14])[CH2:5][CH2:6][CH2:7][CH2:8][CH2:9][CH2:10][CH2:11][CH:12]=[CH2:13])[CH3:2].[F:15][C:16]1[CH:23]=[CH:22][CH:21]=[CH:20][C:17]=1C=C.